Task: Predict the reaction yield, written as a fraction of the theoretical maximum amount of product (1.0 means a 100% yield; for example, 0.34 means a 34% yield).. Dataset: Reaction yield outcomes from USPTO patents with 853,638 reactions (1) The reactants are [Cl:1][C:2]1[CH:9]=[CH:8][C:5]([CH:6]=O)=[CH:4][C:3]=1[F:10].C([O-])(=O)C.[NH4+].[N+:16]([CH3:19])([O-:18])=[O:17].O. The catalyst is C(O)(=O)C. The product is [Cl:1][C:2]1[CH:9]=[CH:8][C:5](/[CH:6]=[CH:19]/[N+:16]([O-:18])=[O:17])=[CH:4][C:3]=1[F:10]. The yield is 0.410. (2) The reactants are [F:1][C:2]1[CH:3]=[C:4]([C:8]#[C:9][C:10]2[CH:11]=[CH:12][C:13]([C:16]([OH:18])=O)=[N:14][CH:15]=2)[CH:5]=[CH:6][CH:7]=1.CCN(C(C)C)C(C)C.[C:28]([NH:32][CH2:33][CH3:34])([CH3:31])([CH3:30])[CH3:29].CN(C(ON1N=NC2C=CC=CC1=2)=[N+](C)C)C.[B-](F)(F)(F)F. The catalyst is O1CCOCC1. The product is [C:28]([N:32]([CH2:33][CH3:34])[C:16]([C:13]1[CH:12]=[CH:11][C:10]([C:9]#[C:8][C:4]2[CH:5]=[CH:6][CH:7]=[C:2]([F:1])[CH:3]=2)=[CH:15][N:14]=1)=[O:18])([CH3:31])([CH3:30])[CH3:29]. The yield is 0.760. (3) The reactants are [Cl:1][C:2]1[CH:7]=[CH:6][C:5]([CH2:8]/[C:9](=[N:11]\[S@:12]([C:14]([CH3:17])([CH3:16])[CH3:15])=[O:13])/[CH3:10])=[C:4]([O:18][CH3:19])[CH:3]=1.[BH4-].[Na+]. The catalyst is C1COCC1.O. The product is [Cl:1][C:2]1[CH:7]=[CH:6][C:5]([CH2:8][C@H:9]([NH:11][S@:12]([C:14]([CH3:16])([CH3:15])[CH3:17])=[O:13])[CH3:10])=[C:4]([O:18][CH3:19])[CH:3]=1. The yield is 0.130.